From a dataset of Peptide-MHC class II binding affinity with 134,281 pairs from IEDB. Regression. Given a peptide amino acid sequence and an MHC pseudo amino acid sequence, predict their binding affinity value. This is MHC class II binding data. (1) The peptide sequence is VDFGNSYIAEMETES. The MHC is DRB1_0404 with pseudo-sequence DRB1_0404. The binding affinity (normalized) is 0.192. (2) The peptide sequence is KTGQALVVGIYDEPM. The MHC is DRB1_1501 with pseudo-sequence DRB1_1501. The binding affinity (normalized) is 0.384. (3) The peptide sequence is EKKYFAATQFEPLAT. The MHC is HLA-DPA10103-DPB10401 with pseudo-sequence HLA-DPA10103-DPB10401. The binding affinity (normalized) is 0.827. (4) The peptide sequence is ANGKLHDKKSMGDDH. The MHC is DRB1_0401 with pseudo-sequence DRB1_0401. The binding affinity (normalized) is 0. (5) The peptide sequence is NLCVERVLDCRTAFK. The MHC is HLA-DQA10102-DQB10501 with pseudo-sequence HLA-DQA10102-DQB10501. The binding affinity (normalized) is 0.572. (6) The peptide sequence is IGGPVSSHNHIPGYK. The MHC is HLA-DQA10501-DQB10402 with pseudo-sequence HLA-DQA10501-DQB10402. The binding affinity (normalized) is 0.341. (7) The peptide sequence is YLGLLSQRTRDIYIS. The MHC is DRB1_0701 with pseudo-sequence DRB1_0701. The binding affinity (normalized) is 0.814. (8) The peptide sequence is TANVPPADKYKTLEA. The MHC is HLA-DQA10101-DQB10501 with pseudo-sequence HLA-DQA10101-DQB10501. The binding affinity (normalized) is 0.